This data is from Full USPTO retrosynthesis dataset with 1.9M reactions from patents (1976-2016). The task is: Predict the reactants needed to synthesize the given product. (1) Given the product [N:14]1[CH:13]=[CH:12][C:11]([C:9]2[S:8][CH:7]=[C:6]([C:4]([OH:5])=[O:3])[CH:10]=2)=[CH:16][CH:15]=1, predict the reactants needed to synthesize it. The reactants are: C([O:3][C:4]([C:6]1[CH:10]=[C:9]([C:11]2[CH:16]=[CH:15][N:14]=[CH:13][CH:12]=2)[S:8][CH:7]=1)=[O:5])C. (2) Given the product [Br:1][C:2]1[C:3]([O:19][CH2:20][C:21]2[CH:26]=[CH:25][CH:24]=[CH:23][CH:22]=2)=[CH:4][C:5]([O:11][CH2:12][C:13]2[CH:18]=[CH:17][CH:16]=[CH:15][CH:14]=2)=[C:6]([CH:10]=1)[C:7]([Cl:29])=[O:8], predict the reactants needed to synthesize it. The reactants are: [Br:1][C:2]1[C:3]([O:19][CH2:20][C:21]2[CH:26]=[CH:25][CH:24]=[CH:23][CH:22]=2)=[CH:4][C:5]([O:11][CH2:12][C:13]2[CH:18]=[CH:17][CH:16]=[CH:15][CH:14]=2)=[C:6]([CH:10]=1)[C:7](O)=[O:8].S(Cl)([Cl:29])=O. (3) Given the product [NH:1]1[CH2:6][CH2:5][CH:4]([C:7]2[CH:12]=[CH:11][C:10]([C:13]3[O:14][C:15]4[C:21]([C:22]([NH2:24])=[O:23])=[CH:20][CH:19]=[CH:18][C:16]=4[N:17]=3)=[CH:9][CH:8]=2)[CH2:3][CH2:2]1, predict the reactants needed to synthesize it. The reactants are: [N:1]1[CH:6]=[CH:5][C:4]([C:7]2[CH:12]=[CH:11][C:10]([C:13]3[O:14][C:15]4[C:21]([C:22]([NH2:24])=[O:23])=[CH:20][CH:19]=[CH:18][C:16]=4[N:17]=3)=[CH:9][CH:8]=2)=[CH:3][CH:2]=1.[H][H].Cl. (4) Given the product [N:12]1([CH:10]([C:7]2[N:8]=[CH:9][C:4]([NH2:1])=[CH:5][CH:6]=2)[CH3:11])[CH2:17][CH2:16][O:15][CH2:14][CH2:13]1, predict the reactants needed to synthesize it. The reactants are: [N+:1]([C:4]1[CH:5]=[CH:6][C:7]([CH:10]([N:12]2[CH2:17][CH2:16][O:15][CH2:14][CH2:13]2)[CH3:11])=[N:8][CH:9]=1)([O-])=O.C([O-])=O.[NH4+].